Dataset: NCI-60 drug combinations with 297,098 pairs across 59 cell lines. Task: Regression. Given two drug SMILES strings and cell line genomic features, predict the synergy score measuring deviation from expected non-interaction effect. (1) Drug 1: CC1=CC2C(CCC3(C2CCC3(C(=O)C)OC(=O)C)C)C4(C1=CC(=O)CC4)C. Cell line: RPMI-8226. Drug 2: CCC1(CC2CC(C3=C(CCN(C2)C1)C4=CC=CC=C4N3)(C5=C(C=C6C(=C5)C78CCN9C7C(C=CC9)(C(C(C8N6C)(C(=O)OC)O)OC(=O)C)CC)OC)C(=O)OC)O.OS(=O)(=O)O. Synergy scores: CSS=62.5, Synergy_ZIP=13.5, Synergy_Bliss=15.0, Synergy_Loewe=15.8, Synergy_HSA=16.0. (2) Drug 1: C1CCC(C1)C(CC#N)N2C=C(C=N2)C3=C4C=CNC4=NC=N3. Drug 2: C1C(C(OC1N2C=C(C(=O)NC2=O)F)CO)O. Cell line: A549. Synergy scores: CSS=26.6, Synergy_ZIP=-7.70, Synergy_Bliss=-13.2, Synergy_Loewe=-16.2, Synergy_HSA=-10.7. (3) Drug 2: CC(C)(C#N)C1=CC(=CC(=C1)CN2C=NC=N2)C(C)(C)C#N. Synergy scores: CSS=-1.18, Synergy_ZIP=-1.30, Synergy_Bliss=-1.80, Synergy_Loewe=-2.52, Synergy_HSA=-2.53. Drug 1: CN1C(=O)N2C=NC(=C2N=N1)C(=O)N. Cell line: HOP-92.